Dataset: Catalyst prediction with 721,799 reactions and 888 catalyst types from USPTO. Task: Predict which catalyst facilitates the given reaction. Reactant: [CH2:1]([S:4]([C:7]1[CH:14]=[CH:13][C:10]([CH:11]=[O:12])=[CH:9][CH:8]=1)(=[O:6])=[O:5])[CH2:2][CH3:3].[CH:15]1([Mg]Br)[CH2:17][CH2:16]1. Product: [CH:15]1([CH:11]([C:10]2[CH:13]=[CH:14][C:7]([S:4]([CH2:1][CH2:2][CH3:3])(=[O:6])=[O:5])=[CH:8][CH:9]=2)[OH:12])[CH2:17][CH2:16]1. The catalyst class is: 7.